This data is from Cav3 T-type calcium channel HTS with 100,875 compounds. The task is: Binary Classification. Given a drug SMILES string, predict its activity (active/inactive) in a high-throughput screening assay against a specified biological target. (1) The molecule is s1c2CCCc2c(c1NC(=O)CSc1nc2CCCCCCc2cc1C#N)C#N. The result is 0 (inactive). (2) The compound is S(c1n(CCCOC)c(=N)c2c(n1)cc(OC)c(OC)c2)Cc1cc(ccc1)C(F)(F)F. The result is 0 (inactive). (3) The drug is O1C(CNC(=O)CNC(=O)c2ccccc2)COc2c1cccc2. The result is 0 (inactive). (4) The compound is S(=O)(=O)(N1CCN(CC1)CC(=O)NC(=O)NC1CCCCC1)c1ccc(cc1)C(OCC)=O. The result is 0 (inactive).